Dataset: Catalyst prediction with 721,799 reactions and 888 catalyst types from USPTO. Task: Predict which catalyst facilitates the given reaction. (1) Reactant: [Si:1]([O:8][CH2:9][CH2:10][NH:11][C:12]([C:14]1[N:15]=[C:16]([N:19]2[CH2:22][CH:21]([OH:23])[CH2:20]2)[S:17][CH:18]=1)=[O:13])([C:4]([CH3:7])([CH3:6])[CH3:5])([CH3:3])[CH3:2].[CH3:24][S:25](Cl)(=[O:27])=[O:26].C(N(CC)CC)C.CO. Product: [Si:1]([O:8][CH2:9][CH2:10][NH:11][C:12]([C:14]1[N:15]=[C:16]([N:19]2[CH2:22][CH:21]([O:23][S:25]([CH3:24])(=[O:27])=[O:26])[CH2:20]2)[S:17][CH:18]=1)=[O:13])([C:4]([CH3:7])([CH3:5])[CH3:6])([CH3:3])[CH3:2]. The catalyst class is: 2. (2) Reactant: C(OC([N:8]1[CH2:11][CH:10]([O:12][C:13]2[CH:14]=[C:15]3[C:24](=[CH:25][C:26]=2[CH:27]2[CH2:29][CH2:28]2)[O:23][CH2:22][C:21]2[N:16]3[CH:17]([CH3:31])[C:18](=[O:30])[NH:19][N:20]=2)[CH2:9]1)=O)(C)(C)C.[C:32]([OH:38])([C:34]([F:37])([F:36])[F:35])=[O:33]. Product: [F:35][C:34]([F:37])([F:36])[C:32]([OH:38])=[O:33].[NH:8]1[CH2:9][CH:10]([O:12][C:13]2[CH:14]=[C:15]3[C:24](=[CH:25][C:26]=2[CH:27]2[CH2:28][CH2:29]2)[O:23][CH2:22][C:21]2[N:16]3[CH:17]([CH3:31])[C:18](=[O:30])[NH:19][N:20]=2)[CH2:11]1. The catalyst class is: 2. (3) Reactant: C([O:5][C:6](=[O:37])[C:7]([S:10][C:11]1[S:12][CH:13]=[C:14]([CH2:16][CH2:17][N:18]([CH2:30][CH2:31][CH2:32][CH2:33][CH2:34][CH2:35][CH3:36])[C:19]([NH:21][C:22]2[CH:27]=[CH:26][C:25]([F:28])=[CH:24][C:23]=2[F:29])=[O:20])[N:15]=1)([CH3:9])[CH3:8])(C)(C)C.C(O)=O. Product: [F:29][C:23]1[CH:24]=[C:25]([F:28])[CH:26]=[CH:27][C:22]=1[NH:21][C:19](=[O:20])[N:18]([CH2:17][CH2:16][C:14]1[N:15]=[C:11]([S:10][C:7]([CH3:9])([CH3:8])[C:6]([OH:37])=[O:5])[S:12][CH:13]=1)[CH2:30][CH2:31][CH2:32][CH2:33][CH2:34][CH2:35][CH3:36]. The catalyst class is: 6. (4) Reactant: [NH2:1][CH:2]([CH2:5][CH3:6])[CH2:3][CH3:4].[CH:7]1([NH:10][C:11]([C:13]2[CH:14]=[C:15]([F:29])[C:16]([CH3:28])=[C:17]([C:19]3[CH:27]=[CH:26][C:22]([C:23]([OH:25])=O)=[CH:21][N:20]=3)[CH:18]=2)=[O:12])[CH2:9][CH2:8]1.CN(C(ON1N=NC2C=CC=NC1=2)=[N+](C)C)C.F[P-](F)(F)(F)(F)F.CCN(C(C)C)C(C)C. Product: [CH:7]1([NH:10][C:11]([C:13]2[CH:14]=[C:15]([F:29])[C:16]([CH3:28])=[C:17]([C:19]3[N:20]=[CH:21][C:22]([C:23]([NH:1][CH:2]([CH2:5][CH3:6])[CH2:3][CH3:4])=[O:25])=[CH:26][CH:27]=3)[CH:18]=2)=[O:12])[CH2:9][CH2:8]1. The catalyst class is: 3. (5) Reactant: CN(C(ON1N=NC2C=CC=NC1=2)=[N+](C)C)C.F[P-](F)(F)(F)(F)F.CCN(C(C)C)C(C)C.[C:34]1([S:40][CH2:41][C@H:42]([NH:47][C:48]2[CH:53]=[CH:52][C:51]([S:54](=[O:57])(=[O:56])[NH2:55])=[CH:50][C:49]=2[S:58]([C:61]([F:64])([F:63])[F:62])(=[O:60])=[O:59])[CH2:43][C:44](O)=[O:45])[CH:39]=[CH:38][CH:37]=[CH:36][CH:35]=1.[Si:65]([O:82][CH2:83][CH2:84][N:85]1[CH2:90][CH2:89][NH:88][CH2:87][CH2:86]1)([C:78]([CH3:81])([CH3:80])[CH3:79])([C:72]1[CH:77]=[CH:76][CH:75]=[CH:74][CH:73]=1)[C:66]1[CH:71]=[CH:70][CH:69]=[CH:68][CH:67]=1. Product: [Si:65]([O:82][CH2:83][CH2:84][N:85]1[CH2:90][CH2:89][N:88]([C:44](=[O:45])[CH2:43][C@@H:42]([NH:47][C:48]2[CH:53]=[CH:52][C:51]([S:54]([NH2:55])(=[O:56])=[O:57])=[CH:50][C:49]=2[S:58]([C:61]([F:64])([F:62])[F:63])(=[O:60])=[O:59])[CH2:41][S:40][C:34]2[CH:35]=[CH:36][CH:37]=[CH:38][CH:39]=2)[CH2:87][CH2:86]1)([C:78]([CH3:79])([CH3:80])[CH3:81])([C:72]1[CH:73]=[CH:74][CH:75]=[CH:76][CH:77]=1)[C:66]1[CH:71]=[CH:70][CH:69]=[CH:68][CH:67]=1. The catalyst class is: 474. (6) Product: [F:12][C:13]1[CH:18]=[C:17]([F:19])[CH:16]=[CH:15][C:14]=1[C:2]1[C:7]([CH3:8])=[CH:6][C:5]([N+:9]([O-:11])=[O:10])=[CH:4][N:3]=1. Reactant: Cl[C:2]1[C:7]([CH3:8])=[CH:6][C:5]([N+:9]([O-:11])=[O:10])=[CH:4][N:3]=1.[F:12][C:13]1[CH:18]=[C:17]([F:19])[CH:16]=[CH:15][C:14]=1B(O)O.C([O-])([O-])=O.[Cs+].[Cs+]. The catalyst class is: 128.